Dataset: Full USPTO retrosynthesis dataset with 1.9M reactions from patents (1976-2016). Task: Predict the reactants needed to synthesize the given product. (1) Given the product [F:17][C:11]1[CH:12]=[C:13]([F:16])[CH:14]=[CH:15][C:10]=1[N:7]1[C:6]2[CH:18]=[C:2]([C:31]3[N:27]([C:24]4[CH:23]=[CH:22][C:21]([C:20]([F:19])([F:35])[F:36])=[CH:26][CH:25]=4)[N:28]=[CH:29][CH:30]=3)[CH:3]=[CH:4][C:5]=2[N:9]=[CH:8]1, predict the reactants needed to synthesize it. The reactants are: Br[C:2]1[CH:3]=[CH:4][C:5]2[N:9]=[CH:8][N:7]([C:10]3[CH:15]=[CH:14][C:13]([F:16])=[CH:12][C:11]=3[F:17])[C:6]=2[CH:18]=1.[F:19][C:20]([F:36])([F:35])[C:21]1[CH:26]=[CH:25][C:24]([N:27]2[C:31](B(O)O)=[CH:30][CH:29]=[N:28]2)=[CH:23][CH:22]=1. (2) Given the product [C:15]1([CH:14]([C:21]2[CH:26]=[CH:25][CH:24]=[CH:23][CH:22]=2)[CH2:13][NH:12][C:10]2[C:9]3[C:4](=[CH:5][CH:6]=[CH:7][CH:8]=3)[N:3]=[C:2]([C:30]3[CH:31]=[CH:32][N:27]=[CH:28][CH:29]=3)[N:11]=2)[CH:20]=[CH:19][CH:18]=[CH:17][CH:16]=1, predict the reactants needed to synthesize it. The reactants are: Cl[C:2]1[N:11]=[C:10]([NH:12][CH2:13][CH:14]([C:21]2[CH:26]=[CH:25][CH:24]=[CH:23][CH:22]=2)[C:15]2[CH:20]=[CH:19][CH:18]=[CH:17][CH:16]=2)[C:9]2[C:4](=[CH:5][CH:6]=[CH:7][CH:8]=2)[N:3]=1.[N:27]1[CH:32]=[CH:31][C:30](B(O)O)=[CH:29][CH:28]=1.C(NC1C2C(=CC=CC=2)N=C(C2SC3C=CC=CC=3C=2)N=1)(C1C=CC=CC=1)C1C=CC=CC=1. (3) Given the product [CH2:1]([C:3]([C:7]1[CH:8]=[CH:9][C:10]2[S:14][C:13]([NH:15][C:16](=[O:18])[CH3:17])=[N:12][C:11]=2[CH:19]=1)([C:22]1[C:23]2[C:28](=[C:27]([NH:29][S:30]([CH3:33])(=[O:31])=[O:32])[CH:26]=[CH:25][CH:24]=2)[NH:20][CH:21]=1)[CH2:4][CH3:5])[CH3:2], predict the reactants needed to synthesize it. The reactants are: [CH2:1]([C:3]([C:7]1[CH:8]=[CH:9][C:10]2[S:14][C:13]([NH:15][C:16](=[O:18])[CH3:17])=[N:12][C:11]=2[CH:19]=1)(O)[CH2:4][CH3:5])[CH3:2].[NH:20]1[C:28]2[C:23](=[CH:24][CH:25]=[CH:26][C:27]=2[NH:29][S:30]([CH3:33])(=[O:32])=[O:31])[CH:22]=[CH:21]1.C(O)(C(F)(F)F)=O.C([O-])(O)=O.[Na+]. (4) Given the product [C:23]([O:27][C:28]([C@@:30]1([CH2:2][CH2:1][OH:3])[CH:34]([F:35])[C:33](=[O:36])[N:32]([C@@H:37]([C:39]2[CH:40]=[CH:41][CH:42]=[CH:43][CH:44]=2)[CH3:38])[CH2:31]1)=[O:29])([CH3:26])([CH3:24])[CH3:25], predict the reactants needed to synthesize it. The reactants are: [C:1](O)(=[O:3])[CH3:2].[F-].C([N+](CCCC)(CCCC)CCCC)CCC.[C:23]([O:27][C:28]([CH:30]1[CH:34]([F:35])[C:33](=[O:36])[N:32]([C@@H:37]([C:39]2[CH:44]=[CH:43][CH:42]=[CH:41][CH:40]=2)[CH3:38])[CH:31]1CCO[Si](C(C)(C)C)(C)C)=[O:29])([CH3:26])([CH3:25])[CH3:24].C(OCC)(=O)C.